Regression. Given two drug SMILES strings and cell line genomic features, predict the synergy score measuring deviation from expected non-interaction effect. From a dataset of NCI-60 drug combinations with 297,098 pairs across 59 cell lines. (1) Drug 1: CC12CCC3C(C1CCC2=O)CC(=C)C4=CC(=O)C=CC34C. Drug 2: C1=CN(C(=O)N=C1N)C2C(C(C(O2)CO)O)O.Cl. Cell line: HOP-92. Synergy scores: CSS=37.1, Synergy_ZIP=-4.73, Synergy_Bliss=-3.79, Synergy_Loewe=-11.6, Synergy_HSA=-2.07. (2) Drug 1: CNC(=O)C1=CC=CC=C1SC2=CC3=C(C=C2)C(=NN3)C=CC4=CC=CC=N4. Drug 2: C1C(C(OC1N2C=NC3=C2NC=NCC3O)CO)O. Cell line: T-47D. Synergy scores: CSS=5.35, Synergy_ZIP=-0.548, Synergy_Bliss=5.23, Synergy_Loewe=4.36, Synergy_HSA=4.48.